This data is from TCR-epitope binding with 47,182 pairs between 192 epitopes and 23,139 TCRs. The task is: Binary Classification. Given a T-cell receptor sequence (or CDR3 region) and an epitope sequence, predict whether binding occurs between them. (1) The epitope is YIFFASFYY. The TCR CDR3 sequence is CASSLRTDYNSPLHF. Result: 1 (the TCR binds to the epitope). (2) Result: 0 (the TCR does not bind to the epitope). The epitope is KPLEFGATSAAL. The TCR CDR3 sequence is CASSQDGWAGDQPQHF. (3) Result: 1 (the TCR binds to the epitope). The TCR CDR3 sequence is CSAADRDYYEQYF. The epitope is FIAGLIAIV. (4) The epitope is LPAADLDDF. The TCR CDR3 sequence is CASSREYNSPLHF. Result: 1 (the TCR binds to the epitope). (5) The epitope is VVYRGTTTY. The TCR CDR3 sequence is CASTEGHEQYF. Result: 0 (the TCR does not bind to the epitope).